Dataset: Reaction yield outcomes from USPTO patents with 853,638 reactions. Task: Predict the reaction yield, written as a fraction of the theoretical maximum amount of product (1.0 means a 100% yield; for example, 0.34 means a 34% yield). The reactants are Cl.[CH2:2]([O:9][C:10]1[C:11]([NH:17][C:18]2[S:19][CH:20]=[C:21]([CH3:23])[N:22]=2)=[N:12][CH:13]=[C:14](Br)[CH:15]=1)[C:3]1[CH:8]=[CH:7][CH:6]=[CH:5][CH:4]=1.C(N(C(C)C)C(C)C)C.[SH:33][CH2:34][CH2:35][C:36]([O:38][CH3:39])=[O:37]. The catalyst is C1C=CC(/C=C/C(/C=C/C2C=CC=CC=2)=O)=CC=1.C1C=CC(/C=C/C(/C=C/C2C=CC=CC=2)=O)=CC=1.C1C=CC(/C=C/C(/C=C/C2C=CC=CC=2)=O)=CC=1.[Pd].[Pd].C1(P(C2C=CC=CC=2)C2C3OC4C(=CC=CC=4P(C4C=CC=CC=4)C4C=CC=CC=4)C(C)(C)C=3C=CC=2)C=CC=CC=1.O1CCOCC1. The product is [CH2:2]([O:9][C:10]1[CH:15]=[C:14]([S:33][CH2:34][CH2:35][C:36]([O:38][CH3:39])=[O:37])[CH:13]=[N:12][C:11]=1[NH:17][C:18]1[S:19][CH:20]=[C:21]([CH3:23])[N:22]=1)[C:3]1[CH:8]=[CH:7][CH:6]=[CH:5][CH:4]=1. The yield is 0.785.